This data is from Forward reaction prediction with 1.9M reactions from USPTO patents (1976-2016). The task is: Predict the product of the given reaction. (1) Given the reactants [C:1]([O:5][CH3:6])(=[O:4])[CH:2]=[CH2:3].[CH3:7][O:8][C:9]1[CH:14]=[CH:13][C:12]([CH2:15][NH2:16])=[CH:11][CH:10]=1, predict the reaction product. The product is: [CH3:7][O:8][C:9]1[CH:14]=[CH:13][C:12]([CH2:15][NH:16]/[CH:3]=[CH:2]/[C:1]([O:5][CH3:6])=[O:4])=[CH:11][CH:10]=1. (2) Given the reactants [C:1]([O:5][C:6]1[CH:11]=[CH:10][C:9]([CH:12](O)[CH2:13][CH2:14][CH3:15])=[CH:8][CH:7]=1)([CH3:4])([CH3:3])[CH3:2].C1(C)C=CC=CC=1.C(N(CC)CC)C.S(Cl)([Cl:33])=O, predict the reaction product. The product is: [C:1]([O:5][C:6]1[CH:11]=[CH:10][C:9]([CH2:12][CH2:13][CH2:14][CH2:15][Cl:33])=[CH:8][CH:7]=1)([CH3:4])([CH3:3])[CH3:2]. (3) Given the reactants [OH:1][C:2]1[C:11]([CH3:12])=[CH:10][C:9]([N+:13]([O-:15])=[O:14])=[CH:8][C:3]=1[C:4]([O:6][CH3:7])=[O:5].C(N(CC)CC)C.[F:23][C:24]([F:30])([F:29])[S:25](Cl)(=[O:27])=[O:26].O, predict the reaction product. The product is: [CH3:12][C:11]1[C:2]([O:1][S:25]([C:24]([F:30])([F:29])[F:23])(=[O:27])=[O:26])=[C:3]([CH:8]=[C:9]([N+:13]([O-:15])=[O:14])[CH:10]=1)[C:4]([O:6][CH3:7])=[O:5]. (4) The product is: [C:1]([C:4]1[CH:5]=[CH:6][C:7]([N:10]=[N:11][C:12](=[C:16]2[C:25]3[C:20](=[CH:21][CH:22]=[CH:23][CH:24]=3)[CH2:19][C:18]([CH3:27])([CH3:26])[NH:17]2)[C:13]([NH:36][CH3:34])=[O:14])=[CH:8][CH:9]=1)(=[O:3])[CH3:2]. Given the reactants [C:1]([C:4]1[CH:9]=[CH:8][C:7]([N:10]=[N:11][C:12](=[C:16]2[C:25]3[C:20](=[CH:21][CH:22]=[CH:23][CH:24]=3)[CH2:19][C:18]([CH3:27])([CH3:26])[NH:17]2)[C:13](O)=[O:14])=[CH:6][CH:5]=1)(=[O:3])[CH3:2].CN.C1C=CC2N(O)N=[N:36][C:34]=2C=1.CN(C(ON1N=NC2C=CC=CC1=2)=[N+](C)C)C.F[P-](F)(F)(F)(F)F, predict the reaction product. (5) Given the reactants [C:9](O[C:9]([O:11][C:12]([CH3:15])([CH3:14])[CH3:13])=[O:10])([O:11][C:12]([CH3:15])([CH3:14])[CH3:13])=[O:10].[NH2:16][C:17]1[CH:18]=[C:19]([CH:22]=[CH:23][CH:24]=1)[C:20]#[N:21].CN1CCOCC1, predict the reaction product. The product is: [C:20]([C:19]1[CH:18]=[C:17]([NH:16][C:9](=[O:10])[O:11][C:12]([CH3:13])([CH3:14])[CH3:15])[CH:24]=[CH:23][CH:22]=1)#[N:21].